This data is from Full USPTO retrosynthesis dataset with 1.9M reactions from patents (1976-2016). The task is: Predict the reactants needed to synthesize the given product. (1) Given the product [C:39]([O:38][C:36]([NH:35][C@@H:10]([CH2:11][CH2:12][C:13]1[N:17]([CH2:18][C:19]2[CH:20]=[CH:21][C:22]([C:25]([F:27])([F:26])[F:28])=[CH:23][CH:24]=2)[C:16]2[CH:29]=[C:30]([CH3:34])[C:31]([CH3:33])=[CH:32][C:15]=2[N:14]=1)[C:9]([NH:86][O:85][C:66]([C:73]1[CH:78]=[CH:77][CH:76]=[CH:75][CH:74]=1)([C:79]1[CH:80]=[CH:81][CH:82]=[CH:83][CH:84]=1)[C:67]1[CH:72]=[CH:71][CH:70]=[CH:69][CH:68]=1)=[O:8])=[O:37])([CH3:41])([CH3:40])[CH3:42], predict the reactants needed to synthesize it. The reactants are: C([O:8][C:9](=O)[C@@H:10]([NH:35][C:36]([O:38][C:39]([CH3:42])([CH3:41])[CH3:40])=[O:37])[CH2:11][CH2:12][C:13]1[N:17]([CH2:18][C:19]2[CH:24]=[CH:23][C:22]([C:25]([F:28])([F:27])[F:26])=[CH:21][CH:20]=2)[C:16]2[CH:29]=[C:30]([CH3:34])[C:31]([CH3:33])=[CH:32][C:15]=2[N:14]=1)C1C=CC=CC=1.CCN=C=NCCCN(C)C.Cl.C1C=CC2N(O)N=NC=2C=1.[C:66]([O:85][NH2:86])([C:79]1[CH:84]=[CH:83][CH:82]=[CH:81][CH:80]=1)([C:73]1[CH:78]=[CH:77][CH:76]=[CH:75][CH:74]=1)[C:67]1[CH:72]=[CH:71][CH:70]=[CH:69][CH:68]=1. (2) The reactants are: [CH3:1][C:2]1[CH:3]=[C:4]([OH:9])[CH:5]=[CH:6][C:7]=1[F:8].[OH-].[K+].I[C:13]1[C:18]([Cl:19])=[CH:17][C:16]([N+:20]([O-:22])=[O:21])=[CH:15][C:14]=1[Cl:23].CCOC(C)=O. Given the product [Cl:19][C:18]1[CH:17]=[C:16]([N+:20]([O-:22])=[O:21])[CH:15]=[C:14]([Cl:23])[C:13]=1[O:9][C:4]1[CH:5]=[CH:6][C:7]([F:8])=[C:2]([CH3:1])[CH:3]=1, predict the reactants needed to synthesize it. (3) Given the product [N:1]([C@H:9]1[CH:8]=[CH:7][CH2:6][C@H:5]([C:11]([OH:12])=[O:10])[CH2:13]1)=[N+:2]=[N-:3], predict the reactants needed to synthesize it. The reactants are: [N-:1]=[N+:2]=[N-:3].[Na+].[C@H:5]12[CH2:13][C@H:9]([O:10][C:11]1=[O:12])[CH:8]=[CH:7][CH2:6]2. (4) Given the product [Cl:1][C:2]1[CH:25]=[CH:24][C:5]([CH2:6][N:7]2[C:15]3[C:10](=[CH:11][C:12](/[CH:16]=[C:17]4/[C:18](=[O:23])[N:19]([CH2:35][CH2:34][NH:33][CH:30]([CH3:32])[CH3:31])[C:20](=[O:22])[S:21]/4)=[CH:13][CH:14]=3)[CH:9]=[N:8]2)=[C:4]([C:26]([F:27])([F:29])[F:28])[CH:3]=1, predict the reactants needed to synthesize it. The reactants are: [Cl:1][C:2]1[CH:25]=[CH:24][C:5]([CH2:6][N:7]2[C:15]3[C:10](=[CH:11][C:12](/[CH:16]=[C:17]4/[C:18](=[O:23])[NH:19][C:20](=[O:22])[S:21]/4)=[CH:13][CH:14]=3)[CH:9]=[N:8]2)=[C:4]([C:26]([F:29])([F:28])[F:27])[CH:3]=1.[CH:30]([NH:33][CH2:34][CH2:35]O)([CH3:32])[CH3:31].